This data is from Catalyst prediction with 721,799 reactions and 888 catalyst types from USPTO. The task is: Predict which catalyst facilitates the given reaction. (1) Product: [F:19][C:20]([F:25])([F:24])[C:21](=[N:18][NH:17][C:14]1[CH:15]=[CH:16][C:11]([C:9]#[N:10])=[CH:12][CH:13]=1)[NH2:22]. The catalyst class is: 5. Reactant: C(N(CC)CC)C.Cl.[C:9]([C:11]1[CH:16]=[CH:15][C:14]([NH:17][NH2:18])=[CH:13][CH:12]=1)#[N:10].[F:19][C:20]([F:25])([F:24])[C:21](N)=[NH:22]. (2) Reactant: [Br:1][C:2]1[CH:3]=[C:4]([N+:11]([O-:13])=[O:12])[CH:5]=[C:6]([CH:10]=1)[C:7]([OH:9])=[O:8].Cl.[CH3:15]O. Product: [Br:1][C:2]1[CH:3]=[C:4]([N+:11]([O-:13])=[O:12])[CH:5]=[C:6]([CH:10]=1)[C:7]([O:9][CH3:15])=[O:8]. The catalyst class is: 12. (3) Reactant: [Cl:1][C:2]1[C:3](=[O:10])[N:4]([CH3:9])[C:5](=[O:8])[C:6]=1Cl.[N-:11]=[N+:12]=[N-:13].[Na+]. Product: [N:11]([C:6]1[C:5](=[O:8])[N:4]([CH3:9])[C:3](=[O:10])[C:2]=1[Cl:1])=[N+:12]=[N-:13]. The catalyst class is: 47.